Dataset: Full USPTO retrosynthesis dataset with 1.9M reactions from patents (1976-2016). Task: Predict the reactants needed to synthesize the given product. (1) Given the product [CH2:20]([S:27]([NH:30][C:31]([CH:33]1[CH2:38][CH2:37][N:36]([C:2]2[C:15]([C:16]#[N:17])=[CH:14][C:5]([C:6]([O:8][CH2:9][C:10]([F:13])([F:12])[F:11])=[O:7])=[C:4]([CH3:18])[N:3]=2)[CH2:35][CH2:34]1)=[O:32])(=[O:28])=[O:29])[C:21]1[CH:22]=[CH:23][CH:24]=[CH:25][CH:26]=1, predict the reactants needed to synthesize it. The reactants are: Cl[C:2]1[C:15]([C:16]#[N:17])=[CH:14][C:5]([C:6]([O:8][CH2:9][C:10]([F:13])([F:12])[F:11])=[O:7])=[C:4]([CH3:18])[N:3]=1.Cl.[CH2:20]([S:27]([NH:30][C:31]([CH:33]1[CH2:38][CH2:37][NH:36][CH2:35][CH2:34]1)=[O:32])(=[O:29])=[O:28])[C:21]1[CH:26]=[CH:25][CH:24]=[CH:23][CH:22]=1.CCN(C(C)C)C(C)C.OS([O-])(=O)=O.[K+]. (2) Given the product [F:1][C:2]1[CH:3]=[C:4]([CH:5]=[CH:6][C:7]=1[N+:8]([O-:10])=[O:9])[NH2:11], predict the reactants needed to synthesize it. The reactants are: [F:1][C:2]1[CH:3]=[C:4]([NH:11]C(=O)C(C)(C)C)[CH:5]=[CH:6][C:7]=1[N+:8]([O-:10])=[O:9].C(=O)([O-])[O-].[K+].[K+]. (3) Given the product [CH3:20][C:3]1[CH:4]=[C:5]([C:12]2[CH2:17][CH2:16][O:15][C:14](=[O:18])[CH:13]=2)[CH:6]=[C:10]([CH3:9])[C:2]=1[C:35]1[CH:43]=[CH:42][C:41]([F:44])=[C:40]2[C:36]=1[CH2:37][CH2:38][C@H:39]2[O:45][C:46]1[CH:59]=[CH:58][C:49]2[C@H:50]([CH2:53][C:54]([O:56][CH3:57])=[O:55])[CH2:51][O:52][C:48]=2[CH:47]=1, predict the reactants needed to synthesize it. The reactants are: F[C:2]1[CH:3]=[CH:4][C:5]([C:12]2[CH2:17][CH2:16][O:15][C:14](=[O:18])[CH:13]=2)=[C:6]2[C:10]=1[C@@H:9](O)CC2.O[C:20]1C=CC2[C@H](CC(OC)=O)COC=2C=1.Br[C:35]1[CH:43]=[CH:42][C:41]([F:44])=[C:40]2[C:36]=1[CH2:37][CH2:38][C@H:39]2[O:45][C:46]1[CH:59]=[CH:58][C:49]2[C@H:50]([CH2:53][C:54]([O:56][CH3:57])=[O:55])[CH2:51][O:52][C:48]=2[CH:47]=1. (4) Given the product [CH2:1]([O:4][C:5]1[CH:13]=[C:12]2[C:8]([CH:9]=[C:10]([C:14]([O:16][CH2:17][CH3:18])=[O:15])[N:11]2[CH3:22])=[CH:7][C:6]=1[Br:19])[CH:2]=[CH2:3], predict the reactants needed to synthesize it. The reactants are: [CH2:1]([O:4][C:5]1[CH:13]=[C:12]2[C:8]([CH:9]=[C:10]([C:14]([O:16][CH2:17][CH3:18])=[O:15])[NH:11]2)=[CH:7][C:6]=1[Br:19])[CH:2]=[CH2:3].[H-].[Na+].[CH3:22]I.[NH4+].[Cl-]. (5) Given the product [F:23][C:20]1([F:22])[O:19][C:18]2[CH:24]=[CH:25][C:15]([N:10]3[CH2:11][CH2:12][N:8]([C:3]4[CH:4]=[N:5][CH:6]=[CH:7][C:2]=4[CH3:1])[C:9]3=[O:13])=[CH:16][C:17]=2[O:21]1, predict the reactants needed to synthesize it. The reactants are: [CH3:1][C:2]1[CH:7]=[CH:6][N:5]=[CH:4][C:3]=1[N:8]1[CH2:12][CH2:11][NH:10][C:9]1=[O:13].Br[C:15]1[CH:25]=[CH:24][C:18]2[O:19][C:20]([F:23])([F:22])[O:21][C:17]=2[CH:16]=1.N[C@@H]1CCCC[C@H]1N.P([O-])([O-])([O-])=O.[K+].[K+].[K+].